From a dataset of Reaction yield outcomes from USPTO patents with 853,638 reactions. Predict the reaction yield, written as a fraction of the theoretical maximum amount of product (1.0 means a 100% yield; for example, 0.34 means a 34% yield). (1) The reactants are [NH2:1][C:2]1[CH:7]=[C:6]([F:8])[C:5]([F:9])=[CH:4][C:3]=1[S:10]([NH2:13])(=[O:12])=[O:11].[Cl:14][C:15]1[C:16]([Cl:25])=[C:17]([S:21](Cl)(=[O:23])=[O:22])[CH:18]=[CH:19][CH:20]=1. The catalyst is N1C=CC=CC=1. The product is [Cl:25][C:16]1[C:15]([Cl:14])=[CH:20][CH:19]=[CH:18][C:17]=1[S:21]([NH:1][C:2]1[CH:7]=[C:6]([F:8])[C:5]([F:9])=[CH:4][C:3]=1[S:10](=[O:12])(=[O:11])[NH2:13])(=[O:23])=[O:22]. The yield is 0.540. (2) The reactants are [C-:1]#[N:2].[K+].Br[CH2:5][C:6](=[N:11][OH:12])[C:7]([F:10])([F:9])[F:8]. The catalyst is CO. The product is [F:8][C:7]([F:10])([F:9])[C:6]1[CH:5]=[C:1]([NH2:2])[O:12][N:11]=1. The yield is 0.370.